From a dataset of CYP2C19 inhibition data for predicting drug metabolism from PubChem BioAssay. Regression/Classification. Given a drug SMILES string, predict its absorption, distribution, metabolism, or excretion properties. Task type varies by dataset: regression for continuous measurements (e.g., permeability, clearance, half-life) or binary classification for categorical outcomes (e.g., BBB penetration, CYP inhibition). Dataset: cyp2c19_veith. The molecule is Nc1ccccc1.O=P(O)(OP(=O)(O)c1ccccc1)c1ccccc1. The result is 0 (non-inhibitor).